Dataset: Reaction yield outcomes from USPTO patents with 853,638 reactions. Task: Predict the reaction yield, written as a fraction of the theoretical maximum amount of product (1.0 means a 100% yield; for example, 0.34 means a 34% yield). (1) The reactants are [CH:1]([C:3]1[CH:8]=[CH:7][C:6]([C:9]([F:12])([F:11])[F:10])=[CH:5][C:4]=1[N:13]1[CH2:17][CH2:16][CH:15]([C:18]([O:20]C)=[O:19])[CH2:14]1)=[O:2].O1CCCC1.[OH-].[Li+]. The catalyst is O. The product is [CH:1]([C:3]1[CH:8]=[CH:7][C:6]([C:9]([F:11])([F:12])[F:10])=[CH:5][C:4]=1[N:13]1[CH2:17][CH2:16][CH:15]([C:18]([OH:20])=[O:19])[CH2:14]1)=[O:2]. The yield is 0.950. (2) The reactants are Br[C:2]1[CH:10]=[CH:9][CH:8]=[C:7]2[C:3]=1[CH2:4][CH2:5][CH:6]2[N:11]([C:26](=[O:31])[C:27]([F:30])([F:29])[F:28])[C:12]1[CH:25]=[CH:24][C:15]2[C@H:16]([CH2:19][C:20]([O:22][CH3:23])=[O:21])[CH2:17][O:18][C:14]=2[CH:13]=1.[CH3:32][C:33]1[CH:38]=[C:37]([O:39][CH2:40][CH2:41][CH2:42][S:43][CH3:44])[CH:36]=[C:35]([CH3:45])[C:34]=1B(O)O.C(=O)([O-])[O-].[Na+].[Na+].C1(P(C2CCCCC2)C2C=CC=CC=2C2C(OC)=CC=CC=2OC)CCCCC1. The catalyst is C1C=CC(/C=C/C(/C=C/C2C=CC=CC=2)=O)=CC=1.C1C=CC(/C=C/C(/C=C/C2C=CC=CC=2)=O)=CC=1.C1C=CC(/C=C/C(/C=C/C2C=CC=CC=2)=O)=CC=1.[Pd].[Pd].O.C1(C)C=CC=CC=1. The product is [CH3:32][C:33]1[CH:38]=[C:37]([O:39][CH2:40][CH2:41][CH2:42][S:43][CH3:44])[CH:36]=[C:35]([CH3:45])[C:34]=1[C:2]1[CH:10]=[CH:9][CH:8]=[C:7]2[C:3]=1[CH2:4][CH2:5][CH:6]2[N:11]([C:26](=[O:31])[C:27]([F:30])([F:28])[F:29])[C:12]1[CH:25]=[CH:24][C:15]2[C@H:16]([CH2:19][C:20]([O:22][CH3:23])=[O:21])[CH2:17][O:18][C:14]=2[CH:13]=1. The yield is 0.410. (3) The reactants are C([Mg]Cl)(C)C.[Cl:6][C:7]1[CH:8]=[C:9]([CH:12]=[C:13]([O:15][C:16]2[C:21]([Br:22])=[CH:20][CH:19]=[C:18](Br)[C:17]=2[F:24])[CH:14]=1)[C:10]#[N:11].CN([CH:28]=[O:29])C. The catalyst is C1COCC1.C1(C)C=CC=CC=1. The product is [Br:22][C:21]1[C:16]([O:15][C:13]2[CH:12]=[C:9]([CH:8]=[C:7]([Cl:6])[CH:14]=2)[C:10]#[N:11])=[C:17]([F:24])[C:18]([CH:28]=[O:29])=[CH:19][CH:20]=1. The yield is 0.980. (4) The reactants are [C:1]([O:5][C:6]([N:8]1[CH2:12][CH2:11][CH2:10][C:9]1([CH:16]([C:18]1[CH:23]=[CH:22][C:21]([Cl:24])=[C:20]([Cl:25])[N:19]=1)[OH:17])[CH2:13][CH2:14][CH3:15])=[O:7])([CH3:4])([CH3:3])[CH3:2]. The catalyst is C(Cl)Cl. The product is [C:1]([O:5][C:6]([N:8]1[CH2:12][CH2:11][CH2:10][C:9]1([C:16]([C:18]1[CH:23]=[CH:22][C:21]([Cl:24])=[C:20]([Cl:25])[N:19]=1)=[O:17])[CH2:13][CH2:14][CH3:15])=[O:7])([CH3:2])([CH3:3])[CH3:4]. The yield is 0.980.